Dataset: Catalyst prediction with 721,799 reactions and 888 catalyst types from USPTO. Task: Predict which catalyst facilitates the given reaction. Reactant: [CH3:1][O:2][C:3]1[CH:8]=[CH:7][C:6]([C:9]#[C:10][C:11]2[CH:28]=[CH:27][C:14]([O:15][CH2:16][C:17]3[CH:26]=[CH:25][C:24]4[C:19](=[CH:20][CH:21]=[CH:22][CH:23]=4)[N:18]=3)=[CH:13][CH:12]=2)=[CH:5][CH:4]=1.C[Si]([N:33]=[N+:34]=[N-:35])(C)C. Product: [CH3:1][O:2][C:3]1[CH:4]=[CH:5][C:6]([C:9]2[C:10]([C:11]3[CH:28]=[CH:27][C:14]([O:15][CH2:16][C:17]4[CH:26]=[CH:25][C:24]5[C:19](=[CH:20][CH:21]=[CH:22][CH:23]=5)[N:18]=4)=[CH:13][CH:12]=3)=[N:33][NH:34][N:35]=2)=[CH:7][CH:8]=1. The catalyst class is: 13.